Task: Predict the product of the given reaction.. Dataset: Forward reaction prediction with 1.9M reactions from USPTO patents (1976-2016) (1) The product is: [F:23][C:24]1[CH:29]=[CH:28][C:27]([C:2]2[N:6]3[N:7]=[C:8]([O:11][CH3:12])[CH:9]=[CH:10][C:5]3=[N:4][C:3]=2[C:13]2[CH:18]=[CH:17][C:16]([CH3:19])=[C:15]([N+:20]([O-:22])=[O:21])[CH:14]=2)=[CH:26][CH:25]=1. Given the reactants Br[C:2]1[N:6]2[N:7]=[C:8]([O:11][CH3:12])[CH:9]=[CH:10][C:5]2=[N:4][C:3]=1[C:13]1[CH:18]=[CH:17][C:16]([CH3:19])=[C:15]([N+:20]([O-:22])=[O:21])[CH:14]=1.[F:23][C:24]1[CH:29]=[CH:28][C:27](B(O)O)=[CH:26][CH:25]=1.C([O-])([O-])=O.[Na+].[Na+], predict the reaction product. (2) Given the reactants [Cl:1][C:2]1[N:7]=[CH:6][C:5]([C:8]2[S:9][C:10]([C:14]([O:16]CC)=O)=[C:11]([CH3:13])[N:12]=2)=[CH:4][CH:3]=1.[NH:19]1[CH2:24][CH2:23][O:22][CH2:21][CH2:20]1.C(N(CC)CC)C.Cl.CN(C)CCCN=C=NCC.ON1C2C=CC=CC=2N=N1, predict the reaction product. The product is: [Cl:1][C:2]1[N:7]=[CH:6][C:5]([C:8]2[S:9][C:10]([C:14]([N:19]3[CH2:24][CH2:23][O:22][CH2:21][CH2:20]3)=[O:16])=[C:11]([CH3:13])[N:12]=2)=[CH:4][CH:3]=1. (3) Given the reactants [CH3:1][O:2][C:3]1[CH:8]=[CH:7][C:6]([CH2:9][C:10]#[N:11])=[C:5]([CH3:12])[C:4]=1[CH3:13].[H][H], predict the reaction product. The product is: [NH3:11].[CH3:1][O:2][C:3]1[CH:8]=[CH:7][C:6]([CH2:9][CH2:10][NH2:11])=[C:5]([CH3:12])[C:4]=1[CH3:13]. (4) Given the reactants [I:1][C:2]1[CH:10]=[CH:9][C:5]([C:6]([OH:8])=O)=[CH:4][CH:3]=1.C(Cl)(=O)C(Cl)=O.[CH3:17][N:18]([CH3:33])[CH2:19][CH2:20][N:21]([CH3:32])[C:22]1[S:23][C:24]2[CH:30]=[C:29]([NH2:31])[CH:28]=[CH:27][C:25]=2[N:26]=1, predict the reaction product. The product is: [CH3:17][N:18]([CH3:33])[CH2:19][CH2:20][N:21]([CH3:32])[C:22]1[S:23][C:24]2[CH:30]=[C:29]([NH:31][C:6](=[O:8])[C:5]3[CH:4]=[CH:3][C:2]([I:1])=[CH:10][CH:9]=3)[CH:28]=[CH:27][C:25]=2[N:26]=1. (5) The product is: [CH3:15][N:12]([C:10]1[N:9]=[C:8]([NH:16][CH3:17])[C:6]2[N:7]=[C:2]([N:21]([CH3:22])[CH3:20])[N:3]=[C:4]([NH:18][CH3:19])[C:5]=2[N:11]=1)[NH:13][CH3:14]. Given the reactants Cl[C:2]1[N:3]=[C:4]([NH:18][CH3:19])[C:5]2[N:11]=[C:10]([N:12]([CH3:15])[NH:13][CH3:14])[N:9]=[C:8]([NH:16][CH3:17])[C:6]=2[N:7]=1.[CH3:20][NH:21][CH3:22].C1COCC1, predict the reaction product. (6) Given the reactants [C:1]([O:5][C:6](=[O:22])[NH:7][C:8]1[CH:13]=[CH:12][C:11]([C:14]2[CH:19]=[CH:18][CH:17]=[CH:16][C:15]=2[F:20])=[CH:10][C:9]=1[NH2:21])([CH3:4])([CH3:3])[CH3:2].C([O:27][C:28](=O)[CH2:29][C:30]([C:32]1[CH:37]=[CH:36][CH:35]=[C:34]([N:38]2[CH:42]=[CH:41][N:40]=[C:39]2[CH3:43])[CH:33]=1)=[O:31])(C)(C)C, predict the reaction product. The product is: [C:1]([O:5][C:6](=[O:22])[NH:7][C:8]1[CH:13]=[CH:12][C:11]([C:14]2[CH:19]=[CH:18][CH:17]=[CH:16][C:15]=2[F:20])=[CH:10][C:9]=1[NH:21][C:28](=[O:27])[CH2:29][C:30]([C:32]1[CH:37]=[CH:36][CH:35]=[C:34]([N:38]2[CH:42]=[CH:41][N:40]=[C:39]2[CH3:43])[CH:33]=1)=[O:31])([CH3:4])([CH3:2])[CH3:3]. (7) Given the reactants CN1CCCC1=O.[CH3:8][C:9]1[N:14]=[C:13]([C:15]2[CH:16]=[N:17][N:18]([CH3:23])[C:19]=2[C:20]([OH:22])=O)[C:12]([CH3:24])=[CH:11][N:10]=1.Cl.[F:26][C:27]1[C:28]([NH2:42])=[CH:29][C:30]2[N:31]([N:33]=[C:34]([C:36]3[CH:41]=[CH:40][CH:39]=[CH:38][CH:37]=3)[N:35]=2)[CH:32]=1.C(N(C(C)C)CC)(C)C, predict the reaction product. The product is: [CH3:8][C:9]1[N:14]=[C:13]([C:15]2[CH:16]=[N:17][N:18]([CH3:23])[C:19]=2[C:20]([NH:42][C:28]2[C:27]([F:26])=[CH:32][N:31]3[N:33]=[C:34]([C:36]4[CH:41]=[CH:40][CH:39]=[CH:38][CH:37]=4)[N:35]=[C:30]3[CH:29]=2)=[O:22])[C:12]([CH3:24])=[CH:11][N:10]=1. (8) Given the reactants Cl[CH2:2][C:3]([N:5]([CH2:8][CH3:9])[CH2:6][CH3:7])=[O:4].[C:10]([O:14][C:15](=[O:21])[CH2:16][CH2:17][C:18]([OH:20])=[O:19])([CH3:13])([CH3:12])[CH3:11].C(=O)([O-])[O-].[Cs+].[Cs+], predict the reaction product. The product is: [CH2:6]([N:5]([CH2:8][CH3:9])[C:3]([CH2:2][O:20][C:18](=[O:19])[CH2:17][CH2:16][C:15]([O:14][C:10]([CH3:12])([CH3:11])[CH3:13])=[O:21])=[O:4])[CH3:7]. (9) Given the reactants Cl.[C:2]([O:6][NH2:7])([CH3:5])([CH3:4])[CH3:3].[Cl:8][CH2:9][C:10](=O)[CH3:11].C(OCC)C, predict the reaction product. The product is: [C:2]([O:6][N:7]=[C:10]([CH2:9][Cl:8])[CH3:11])([CH3:5])([CH3:4])[CH3:3].